From a dataset of Forward reaction prediction with 1.9M reactions from USPTO patents (1976-2016). Predict the product of the given reaction. (1) Given the reactants Br[C:2]1[O:3][C:4]([CH2:8][O:9][C:10]([C:23]2[CH:28]=[CH:27][CH:26]=[CH:25][CH:24]=2)([C:17]2[CH:22]=[CH:21][CH:20]=[CH:19][CH:18]=2)[C:11]2[CH:16]=[CH:15][CH:14]=[CH:13][CH:12]=2)=[CH:5][C:6]=1[Br:7].[CH2:29]1COCC1.[Cl-].C[Zn+], predict the reaction product. The product is: [Br:7][C:6]1[CH:5]=[C:4]([CH2:8][O:9][C:10]([C:11]2[CH:16]=[CH:15][CH:14]=[CH:13][CH:12]=2)([C:23]2[CH:28]=[CH:27][CH:26]=[CH:25][CH:24]=2)[C:17]2[CH:22]=[CH:21][CH:20]=[CH:19][CH:18]=2)[O:3][C:2]=1[CH3:29]. (2) Given the reactants [C:1]([C:4]1[CH:5]=[C:6]([CH:11]=[C:12]([Cl:14])[CH:13]=1)[C:7](OC)=[O:8])(=[O:3])[NH2:2].[H-].[Al+3].[Li+].[H-].[H-].[H-].O.O.O.O.O.O.O.O.O.O.S([O-])([O-])(=O)=O.[Na+].[Na+], predict the reaction product. The product is: [Cl:14][C:12]1[CH:13]=[C:4]([CH:5]=[C:6]([CH2:7][OH:8])[CH:11]=1)[C:1]([NH2:2])=[O:3]. (3) Given the reactants [C:1]([O:5][C:6]([N:8]([CH2:38][C:39]1[CH:44]=[CH:43][C:42]([O:45][CH3:46])=[CH:41][CH:40]=1)[C:9]1[CH:14]=[C:13]([CH2:15][C@H:16]2[C:19](=[O:20])[N:18]([Si](C(C)(C)C)(C)C)[C@@H:17]2[C:28]([O:30][CH2:31][C:32]2[CH:37]=[CH:36][CH:35]=[CH:34][CH:33]=2)=[O:29])[CH:12]=[CH:11][N:10]=1)=[O:7])([CH3:4])([CH3:3])[CH3:2].C(O)(=O)C.[F-].[NH4+], predict the reaction product. The product is: [C:1]([O:5][C:6]([N:8]([CH2:38][C:39]1[CH:40]=[CH:41][C:42]([O:45][CH3:46])=[CH:43][CH:44]=1)[C:9]1[CH:14]=[C:13]([CH2:15][C@H:16]2[C:19](=[O:20])[NH:18][C@@H:17]2[C:28]([O:30][CH2:31][C:32]2[CH:33]=[CH:34][CH:35]=[CH:36][CH:37]=2)=[O:29])[CH:12]=[CH:11][N:10]=1)=[O:7])([CH3:3])([CH3:4])[CH3:2]. (4) Given the reactants [C:1]([O:5][C:6](=[O:20])[NH:7][CH:8]1[C:17]2[C:12](=[CH:13][C:14]([CH2:18][OH:19])=[CH:15][CH:16]=2)[CH2:11][CH2:10][CH2:9]1)([CH3:4])([CH3:3])[CH3:2], predict the reaction product. The product is: [C:1]([O:5][C:6](=[O:20])[NH:7][CH:8]1[C:17]2[C:12](=[CH:13][C:14]([CH:18]=[O:19])=[CH:15][CH:16]=2)[CH2:11][CH2:10][CH2:9]1)([CH3:4])([CH3:2])[CH3:3]. (5) Given the reactants Br[C:2]1[CH:3]=[N:4][CH:5]=[C:6]2[C:11]=1[N:10]=[C:9]([C:12]([NH2:14])=[O:13])[CH:8]=[CH:7]2.[CH2:15]([NH:21][C:22]([C:24]1[CH:29]=[CH:28][C:27](B(O)O)=[CH:26][CH:25]=1)=[O:23])[CH2:16][CH2:17][CH2:18][CH2:19][CH3:20], predict the reaction product. The product is: [CH2:15]([NH:21][C:22]([C:24]1[CH:25]=[CH:26][C:27]([C:2]2[CH:3]=[N:4][CH:5]=[C:6]3[C:11]=2[N:10]=[C:9]([C:12]([NH2:14])=[O:13])[CH:8]=[CH:7]3)=[CH:28][CH:29]=1)=[O:23])[CH2:16][CH2:17][CH2:18][CH2:19][CH3:20]. (6) Given the reactants [Cl:1][C:2]1[N:3]=[CH:4][N:5]([C:7]2[CH:12]=[CH:11][C:10]([NH:13][C:14]3[N:23]=[C:22]([N:24]([CH3:26])[CH3:25])[C:21]4[CH2:20][CH2:19][CH2:18][CH:17]([C:27]5[CH:32]=[CH:31][C:30]([F:33])=[CH:29][CH:28]=5)[C:16]=4[N:15]=3)=[CH:9][C:8]=2[O:34][CH3:35])[CH:6]=1, predict the reaction product. The product is: [Cl:1][C:2]1[N:3]=[CH:4][N:5]([C:7]2[CH:12]=[CH:11][C:10]([NH:13][C:14]3[N:23]=[C:22]([N:24]([CH3:26])[CH3:25])[C:21]4[CH2:20][CH2:19][CH2:18][C@H:17]([C:27]5[CH:28]=[CH:29][C:30]([F:33])=[CH:31][CH:32]=5)[C:16]=4[N:15]=3)=[CH:9][C:8]=2[O:34][CH3:35])[CH:6]=1.